Predict the product of the given reaction. From a dataset of Forward reaction prediction with 1.9M reactions from USPTO patents (1976-2016). (1) Given the reactants [CH2:1]([C:3]1[CH:4]=[C:5]([N:9]=[C:10]=[O:11])[CH:6]=[CH:7][CH:8]=1)[CH3:2].[C:12]12([CH2:22][N:23]3[CH2:28][CH2:27][CH:26]([NH2:29])[CH2:25][CH2:24]3)[CH2:21][CH:16]3[CH2:17][CH:18]([CH2:20][CH:14]([CH2:15]3)[CH2:13]1)[CH2:19]2, predict the reaction product. The product is: [C:12]12([CH2:22][N:23]3[CH2:28][CH2:27][CH:26]([NH:29][C:10]([NH:9][C:5]4[CH:6]=[CH:7][CH:8]=[C:3]([CH2:1][CH3:2])[CH:4]=4)=[O:11])[CH2:25][CH2:24]3)[CH2:13][CH:14]3[CH2:20][CH:18]([CH2:17][CH:16]([CH2:15]3)[CH2:21]1)[CH2:19]2. (2) Given the reactants [F:1][C:2]1[CH:9]=[CH:8][C:5]([C:6]#[N:7])=[CH:4][CH:3]=1.[NH2:10][OH:11].Cl.C([O-])(O)=O.[Na+], predict the reaction product. The product is: [F:1][C:2]1[CH:9]=[CH:8][C:5](/[C:6](=[N:10]\[OH:11])/[NH2:7])=[CH:4][CH:3]=1.